From a dataset of Full USPTO retrosynthesis dataset with 1.9M reactions from patents (1976-2016). Predict the reactants needed to synthesize the given product. (1) Given the product [Br:1][C:2]1[CH:3]=[CH:4][C:12]2[C:11]3[C:6](=[CH:7][C:8]([Br:15])=[CH:9][CH:10]=3)[C:24]([CH3:25])([CH3:18])[C:13]=2[CH:14]=1, predict the reactants needed to synthesize it. The reactants are: [Br:1][C:2]1[CH:14]=[CH:13][C:12]2[C:11]3[C:6](=[CH:7][C:8]([Br:15])=[CH:9][CH:10]=3)C[C:4]=2[CH:3]=1.[OH-].[K+].[CH3:18]I.C(O[CH2:24][CH3:25])(=O)C. (2) Given the product [C:1]1([P:7]([C:13]2[CH:18]=[CH:17][C:16]([O:19][CH:20]([CH3:21])[CH3:22])=[C:15]([CH:23]=[CH2:24])[CH:14]=2)(=[O:11])[O:8][CH2:9][CH3:10])[CH:6]=[CH:5][CH:4]=[CH:3][CH:2]=1, predict the reactants needed to synthesize it. The reactants are: [C:1]1([PH:7](=[O:11])[O:8][CH2:9][CH3:10])[CH:6]=[CH:5][CH:4]=[CH:3][CH:2]=1.Br[C:13]1[CH:18]=[CH:17][C:16]([O:19][CH:20]([CH3:22])[CH3:21])=[C:15]([CH:23]=[CH2:24])[CH:14]=1.C(N(CC)CC)C. (3) Given the product [C:1]([O:5][C:6](=[O:39])[NH:7][CH:8]([C:34](=[O:38])[N:35]([CH3:37])[CH3:36])[CH2:9][C:10]1[CH:15]=[CH:14][C:13]([C:16]2[CH:21]=[CH:20][C:19]([CH2:22][CH2:23][C:24](=[O:33])[NH:25][OH:26])=[CH:18][CH:17]=2)=[CH:12][CH:11]=1)([CH3:2])([CH3:4])[CH3:3], predict the reactants needed to synthesize it. The reactants are: [C:1]([O:5][C:6](=[O:39])[NH:7][CH:8]([C:34](=[O:38])[N:35]([CH3:37])[CH3:36])[CH2:9][C:10]1[CH:15]=[CH:14][C:13]([C:16]2[CH:21]=[CH:20][C:19]([CH2:22][CH2:23][C:24](=[O:33])[NH:25][O:26]C3C=CC=CC=3)=[CH:18][CH:17]=2)=[CH:12][CH:11]=1)([CH3:4])([CH3:3])[CH3:2].[H][H].